Task: Predict the product of the given reaction.. Dataset: Forward reaction prediction with 1.9M reactions from USPTO patents (1976-2016) Given the reactants [OH:1][CH2:2][C:3]1[CH:8]=[CH:7][C:6](B(O)O)=[CH:5][CH:4]=1.[Br:12][C:13]1[CH:18]=[CH:17][C:16](I)=[C:15]([Cl:20])[CH:14]=1, predict the reaction product. The product is: [Br:12][C:13]1[CH:18]=[CH:17][C:16]([C:6]2[CH:7]=[CH:8][C:3]([CH2:2][OH:1])=[CH:4][CH:5]=2)=[C:15]([Cl:20])[CH:14]=1.